This data is from Forward reaction prediction with 1.9M reactions from USPTO patents (1976-2016). The task is: Predict the product of the given reaction. (1) Given the reactants [CH2:1]([O:3][C:4]1[CH:18]=[CH:17][C:7]([O:8][C:9]2[CH:16]=[CH:15][C:12]([C:13]#[N:14])=[CH:11][CH:10]=2)=[CH:6][CH:5]=1)[CH3:2].C1COCC1.[H-].[Al+3].[Li+].[H-].[H-].[H-].[OH-].[Na+], predict the reaction product. The product is: [CH2:1]([O:3][C:4]1[CH:18]=[CH:17][C:7]([O:8][C:9]2[CH:16]=[CH:15][C:12]([CH2:13][NH2:14])=[CH:11][CH:10]=2)=[CH:6][CH:5]=1)[CH3:2]. (2) Given the reactants C([C:3]1[N:8]=[C:7]2[C:9]([C:19](=[O:28])[NH:20][C@H:21]3[CH2:26][CH2:25][CH2:24][CH2:23][C@@H:22]3[OH:27])=[CH:10][N:11]([C:12](OC(C)(C)C)=O)[C:6]2=[CH:5][CH:4]=1)#N.BrC[C:31]1[CH:36]=[CH:35][C:34]([O:37][C:38]([F:41])([F:40])[F:39])=[CH:33][CH:32]=1.C(=O)([O-])[O-].[Cs+].[Cs+], predict the reaction product. The product is: [OH:27][C@H:22]1[CH2:23][CH2:24][CH2:25][CH2:26][C@@H:21]1[NH:20][C:19]([C:9]1[C:7]2=[N:8][CH:3]=[CH:4][CH:5]=[C:6]2[N:11]([CH2:12][C:31]2[CH:32]=[CH:33][C:34]([O:37][C:38]([F:39])([F:40])[F:41])=[CH:35][CH:36]=2)[CH:10]=1)=[O:28]. (3) The product is: [N+:9]([CH:12]=[CH:1][C:2]1[CH:7]=[CH:6][CH:5]=[CH:4][CH:3]=1)([O-:11])=[O:10]. Given the reactants [CH:1](=O)[C:2]1[CH:7]=[CH:6][CH:5]=[CH:4][CH:3]=1.[N+:9]([CH3:12])([O-:11])=[O:10].[OH-].[Na+].Cl.O, predict the reaction product. (4) Given the reactants [I:1]N1C(=O)CCC1=O.[F:9][C:10]1[CH:15]=[CH:14][C:13]([OH:16])=[CH:12][CH:11]=1.C(O)(=O)C.S(=O)(=O)(O)O, predict the reaction product. The product is: [F:9][C:10]1[CH:15]=[CH:14][C:13]([OH:16])=[C:12]([I:1])[CH:11]=1. (5) Given the reactants [OH:1][C:2]1[CH:11]=[C:10]2[C:5]([CH:6]=[CH:7][N:8]([C:13]3[CH:14]=[C:15]([CH:19]=[CH:20][C:21]=3[CH3:22])[C:16]([OH:18])=O)[C:9]2=[O:12])=[CH:4][CH:3]=1.CN(C(ON1N=[N:38][C:33]2[CH:34]=[CH:35][CH:36]=NC1=2)=[N+](C)C)C.F[P-](F)(F)(F)(F)F.C1(N)CCC1.O, predict the reaction product. The product is: [CH:33]1([NH:38][C:16](=[O:18])[C:15]2[CH:19]=[CH:20][C:21]([CH3:22])=[C:13]([N:8]3[CH:7]=[CH:6][C:5]4[C:10](=[CH:11][C:2]([OH:1])=[CH:3][CH:4]=4)[C:9]3=[O:12])[CH:14]=2)[CH2:34][CH2:35][CH2:36]1. (6) Given the reactants [Cl:1][C:2]1[N:3]=[C:4](Cl)[C:5]2[CH2:10][CH2:9][CH:8]([C:11]3[CH:16]=[CH:15][C:14]([O:17][C:18]([F:21])([F:20])[F:19])=[CH:13][CH:12]=3)[C:6]=2[N:7]=1.[CH3:23][NH2:24], predict the reaction product. The product is: [Cl:1][C:2]1[N:3]=[C:4]([NH:24][CH3:23])[C:5]2[CH2:10][CH2:9][CH:8]([C:11]3[CH:16]=[CH:15][C:14]([O:17][C:18]([F:21])([F:20])[F:19])=[CH:13][CH:12]=3)[C:6]=2[N:7]=1. (7) Given the reactants [Cl:1][C:2]1[C:3]([N:16]2[CH2:21][CH2:20][CH2:19][C@@H:18]([N:22](C)[C:23](=O)OC(C)(C)C)[CH2:17]2)=[C:4]2[C:10]([NH:11][C:12](=[O:15])[CH2:13][CH3:14])=[CH:9][NH:8][C:5]2=[N:6][CH:7]=1.C(O)(C(F)(F)F)=O, predict the reaction product. The product is: [ClH:1].[Cl:1][C:2]1[C:3]([N:16]2[CH2:21][CH2:20][CH2:19][C@@H:18]([NH:22][CH3:23])[CH2:17]2)=[C:4]2[C:10]([NH:11][C:12](=[O:15])[CH2:13][CH3:14])=[CH:9][NH:8][C:5]2=[N:6][CH:7]=1. (8) Given the reactants [C:1]([O:5][C:6]([N:8]1[CH2:11][CH:10]([C:12](O)=[O:13])[CH2:9]1)=[O:7])([CH3:4])([CH3:3])[CH3:2].CN1CCOCC1.ClC(OCC(C)C)=O.[BH4-].[Na+].C(=O)(O)[O-].[Na+], predict the reaction product. The product is: [C:1]([O:5][C:6]([N:8]1[CH2:11][CH:10]([CH2:12][OH:13])[CH2:9]1)=[O:7])([CH3:4])([CH3:3])[CH3:2]. (9) Given the reactants [CH2:1]([O:3][C:4]([C:6]1([C:9]2[CH:14]=[CH:13][C:12]([C:15]3[CH:20]=[CH:19][C:18]([C:21]4[O:25][N:24]=[C:23]([CH3:26])[C:22]=4[CH2:27][CH2:28][C:29]([OH:31])=O)=[CH:17][CH:16]=3)=[CH:11][CH:10]=2)[CH2:8][CH2:7]1)=[O:5])[CH3:2].[F:32][C:33]1[CH:41]=[CH:40][CH:39]=[CH:38][C:34]=1[CH2:35][NH:36][CH3:37], predict the reaction product. The product is: [CH2:1]([O:3][C:4]([C:6]1([C:9]2[CH:10]=[CH:11][C:12]([C:15]3[CH:16]=[CH:17][C:18]([C:21]4[O:25][N:24]=[C:23]([CH3:26])[C:22]=4[CH2:27][CH2:28][C:29](=[O:31])[N:36]([CH2:35][C:34]4[CH:38]=[CH:39][CH:40]=[CH:41][C:33]=4[F:32])[CH3:37])=[CH:19][CH:20]=3)=[CH:13][CH:14]=2)[CH2:8][CH2:7]1)=[O:5])[CH3:2].